From a dataset of Catalyst prediction with 721,799 reactions and 888 catalyst types from USPTO. Predict which catalyst facilitates the given reaction. (1) Reactant: [CH3:1][CH:2]([C:22](=[O:25])[CH2:23][CH3:24])[C:3]([O:5][CH2:6][C:7]1[C:12]([CH:13]([CH3:15])[CH3:14])=[CH:11][C:10]([CH:16]([CH3:18])[CH3:17])=[CH:9][C:8]=1[CH:19]([CH3:21])[CH3:20])=[O:4].[B-](F)(F)(F)[F:27].[B-](F)(F)(F)F.C1[N+]2(CCl)CC[N+](F)(CC2)C1. Product: [F:27][C:2]([CH3:1])([C:22](=[O:25])[CH2:23][CH3:24])[C:3]([O:5][CH2:6][C:7]1[C:12]([CH:13]([CH3:14])[CH3:15])=[CH:11][C:10]([CH:16]([CH3:17])[CH3:18])=[CH:9][C:8]=1[CH:19]([CH3:21])[CH3:20])=[O:4]. The catalyst class is: 6. (2) Reactant: [CH2:1]([O:3][C:4]([C:6]1[N:7]([C:23]2[CH:28]=[CH:27][C:26]([O:29][CH:30]([CH3:32])[CH3:31])=[CH:25][CH:24]=2)[C:8]2[C:13]([CH:14]=1)=[CH:12][C:11]([O:15]CC1C=CC=CC=1)=[CH:10][CH:9]=2)=[O:5])[CH3:2]. Product: [CH2:1]([O:3][C:4]([C:6]1[N:7]([C:23]2[CH:28]=[CH:27][C:26]([O:29][CH:30]([CH3:31])[CH3:32])=[CH:25][CH:24]=2)[C:8]2[C:13]([CH:14]=1)=[CH:12][C:11]([OH:15])=[CH:10][CH:9]=2)=[O:5])[CH3:2]. The catalyst class is: 591. (3) Reactant: [C:1]123C(=O)[O:10][C:8](=[O:9])[CH:2]1[CH2:3][CH:4]([CH2:7]2)[CH2:5][CH2:6]3.[CH2:13]([OH:20])[C:14]1[CH:19]=[CH:18][CH:17]=[CH:16][CH:15]=1. Product: [CH2:13]([O:20][CH:3]1[CH:4]2[CH2:7][CH:1]([CH2:6][CH2:5]2)[CH:2]1[C:8]([OH:10])=[O:9])[C:14]1[CH:19]=[CH:18][CH:17]=[CH:16][CH:15]=1. The catalyst class is: 22.